This data is from Catalyst prediction with 721,799 reactions and 888 catalyst types from USPTO. The task is: Predict which catalyst facilitates the given reaction. (1) Product: [Cl:1][C:2]1[N:7]=[C:6]([N:8]2[CH2:9][CH2:10][CH:11]([O:14][C:17]3[CH:18]=[C:19]4[C:23](=[CH:24][CH:25]=3)[C@H:22]([CH2:26][C:27]([O:29][CH2:30][CH3:31])=[O:28])[CH2:21][CH2:20]4)[CH2:12][CH2:13]2)[C:5]([CH3:15])=[CH:4][N:3]=1. The catalyst class is: 1. Reactant: [Cl:1][C:2]1[N:7]=[C:6]([N:8]2[CH2:13][CH2:12][CH:11]([OH:14])[CH2:10][CH2:9]2)[C:5]([CH3:15])=[CH:4][N:3]=1.O[C:17]1[CH:18]=[C:19]2[C:23](=[CH:24][CH:25]=1)[C@H:22]([CH2:26][C:27]([O:29][CH2:30][CH3:31])=[O:28])[CH2:21][CH2:20]2.C1C=CC(P(C2C=CC=CC=2)C2C=CC=CC=2)=CC=1.C1CCN(C(N=NC(N2CCCCC2)=O)=O)CC1. (2) Reactant: [CH2:1]([O:8][C:9]1[CH:14]=[C:13]([Br:15])[CH:12]=[C:11]([F:16])[C:10]=1[C:17]1[S:18][C:19](Br)=[N:20][N:21]=1)[C:2]1[CH:7]=[CH:6][CH:5]=[CH:4][CH:3]=1.Cl.[CH2:24]1[C:27]2([CH2:32][CH2:31][N:30]([C:33]([O:35][C:36]([CH3:39])([CH3:38])[CH3:37])=[O:34])[CH2:29][CH2:28]2)[CH2:26][NH:25]1. Product: [CH2:1]([O:8][C:9]1[CH:14]=[C:13]([Br:15])[CH:12]=[C:11]([F:16])[C:10]=1[C:17]1[S:18][C:19]([N:25]2[CH2:24][C:27]3([CH2:28][CH2:29][N:30]([C:33]([O:35][C:36]([CH3:39])([CH3:38])[CH3:37])=[O:34])[CH2:31][CH2:32]3)[CH2:26]2)=[N:20][N:21]=1)[C:2]1[CH:7]=[CH:6][CH:5]=[CH:4][CH:3]=1. The catalyst class is: 38. (3) Reactant: Cl[C:2]1[N:7]=[C:6]([NH:8][C:9]2[CH:14]=[CH:13][C:12]([F:15])=[CH:11][C:10]=2[F:16])[CH:5]=[CH:4][N:3]=1.Cl.[CH3:18][N:19]([CH2:21][CH:22]([OH:32])[CH2:23][O:24][C:25]1[CH:31]=[CH:30][C:28]([NH2:29])=[CH:27][CH:26]=1)[CH3:20].CO.N. Product: [CH3:20][N:19]([CH2:21][CH:22]([OH:32])[CH2:23][O:24][C:25]1[CH:26]=[CH:27][C:28]([NH:29][C:2]2[N:7]=[C:6]([NH:8][C:9]3[CH:14]=[CH:13][C:12]([F:15])=[CH:11][C:10]=3[F:16])[CH:5]=[CH:4][N:3]=2)=[CH:30][CH:31]=1)[CH3:18]. The catalyst class is: 51. (4) Reactant: C(N(CC)CC)C.[CH3:8][N:9]=[C:10]=[O:11].[Cl:12][C:13]1[CH:18]=[C:17]([C:19]([F:22])([F:21])[F:20])[CH:16]=[C:15]([F:23])[C:14]=1[O:24][C:25]1[CH:29]=[C:28]([CH3:30])[NH:27][N:26]=1.Cl. Product: [CH3:8][NH:9][C:10]([N:27]1[C:28]([CH3:30])=[CH:29][C:25]([O:24][C:14]2[C:15]([F:23])=[CH:16][C:17]([C:19]([F:22])([F:20])[F:21])=[CH:18][C:13]=2[Cl:12])=[N:26]1)=[O:11]. The catalyst class is: 13. (5) Reactant: [F-].C([N+](CCCC)(CCCC)CCCC)CCC.C[Si](C)(C)CC[CH:23]([C:27]1[C:35]2[C:30](=[CH:31][C:32]([F:39])=[C:33]([O:37][CH3:38])[C:34]=2[F:36])[N:29]([C:40](=[O:48])[C:41]2[CH:46]=[CH:45][C:44]([Cl:47])=[CH:43][CH:42]=2)[C:28]=1[CH3:49])[C:24]([O-:26])=[O:25]. Product: [Cl:47][C:44]1[CH:43]=[CH:42][C:41]([C:40]([N:29]2[C:30]3[C:35](=[C:34]([F:36])[C:33]([O:37][CH3:38])=[C:32]([F:39])[CH:31]=3)[C:27]([CH2:23][C:24]([OH:26])=[O:25])=[C:28]2[CH3:49])=[O:48])=[CH:46][CH:45]=1. The catalyst class is: 7.